From a dataset of Full USPTO retrosynthesis dataset with 1.9M reactions from patents (1976-2016). Predict the reactants needed to synthesize the given product. (1) Given the product [Cl:14][C:12]1[CH:11]=[CH:10][C:9]([O:15][CH2:16][CH3:17])=[C:8]([C:6]2[N:5]=[C:4]([NH2:18])[N:3]=[C:2]([NH:26][C:23]3[CH:24]=[CH:25][C:20]([F:19])=[CH:21][CH:22]=3)[CH:7]=2)[CH:13]=1, predict the reactants needed to synthesize it. The reactants are: Cl[C:2]1[CH:7]=[C:6]([C:8]2[CH:13]=[C:12]([Cl:14])[CH:11]=[CH:10][C:9]=2[O:15][CH2:16][CH3:17])[N:5]=[C:4]([NH2:18])[N:3]=1.[F:19][C:20]1[CH:25]=[CH:24][C:23]([NH2:26])=[CH:22][CH:21]=1. (2) Given the product [CH:1]1([CH2:4][N:5]([CH2:6][CH2:7][C:8]2[CH:9]=[CH:10][C:11]([C:14]3[N:18]=[CH:17][N:16]([C:19]4[CH:20]=[CH:21][C:22]([O:25][C:26]([F:27])([F:28])[F:29])=[CH:23][CH:24]=4)[N:15]=3)=[CH:12][CH:13]=2)[C:45](/[N:44]=[C:42]2\[S:43][CH2:39][C:40](=[O:58])[N:41]\2[C:48]2[CH:53]=[C:52]([CH3:54])[CH:51]=[CH:50][C:49]=2[CH:55]([CH3:56])[CH3:57])=[O:46])[CH2:3][CH2:2]1, predict the reactants needed to synthesize it. The reactants are: [CH:1]1([CH2:4][NH:5][CH2:6][CH2:7][C:8]2[CH:13]=[CH:12][C:11]([C:14]3[N:18]=[CH:17][N:16]([C:19]4[CH:24]=[CH:23][C:22]([O:25][C:26]([F:29])([F:28])[F:27])=[CH:21][CH:20]=4)[N:15]=3)=[CH:10][CH:9]=2)[CH2:3][CH2:2]1.[N+](C1C=CC([CH:39]2[S:43]/[C:42](=[N:44]\[C:45](=O)[O-:46])/[N:41]([C:48]3[CH:53]=[C:52]([CH3:54])[CH:51]=[CH:50][C:49]=3[CH:55]([CH3:57])[CH3:56])[C:40]2=[O:58])=CC=1)([O-])=O. (3) Given the product [Cl:17][CH2:13][C:10]1[CH:9]=[CH:8][C:7]([C:1]2[CH:6]=[CH:5][CH:4]=[CH:3][CH:2]=2)=[N:12][CH:11]=1, predict the reactants needed to synthesize it. The reactants are: [C:1]1([C:7]2[N:12]=[CH:11][C:10]([CH2:13]O)=[CH:9][CH:8]=2)[CH:6]=[CH:5][CH:4]=[CH:3][CH:2]=1.S(Cl)([Cl:17])=O.C(=O)([O-])O.[Na+]. (4) Given the product [N:32]1[CH:33]=[CH:34][CH:35]=[CH:36][C:31]=1[CH2:30][CH2:29][NH:28][C:9]([C:10]1[CH:11]=[CH:12][C:13]([O:16][C:17](=[O:26])[N:18]([CH3:25])[C:19]2[CH:20]=[CH:21][CH:22]=[CH:23][CH:24]=2)=[CH:14][CH:15]=1)=[O:27], predict the reactants needed to synthesize it. The reactants are: O=C1CCC(=O)N1O[C:9](=[O:27])[C:10]1[CH:15]=[CH:14][C:13]([O:16][C:17](=[O:26])[N:18]([CH3:25])[C:19]2[CH:24]=[CH:23][CH:22]=[CH:21][CH:20]=2)=[CH:12][CH:11]=1.[NH2:28][CH2:29][CH2:30][C:31]1[CH:36]=[CH:35][CH:34]=[CH:33][N:32]=1. (5) Given the product [NH2:10][C:3]1[CH:4]=[C:5]([CH:8]=[CH:9][C:2]=1[OH:1])[C:6]#[N:7], predict the reactants needed to synthesize it. The reactants are: [OH:1][C:2]1[CH:9]=[CH:8][C:5]([C:6]#[N:7])=[CH:4][C:3]=1[N+:10]([O-])=O.CCO. (6) Given the product [N:1]1[CH:6]=[CH:5][CH:4]=[C:3]([NH:7][C:8]2[O:17][C:12]3[CH:13]=[CH:14][CH:15]=[CH:16][C:11]=3[N:10]=2)[CH:2]=1, predict the reactants needed to synthesize it. The reactants are: [N:1]1[CH:6]=[CH:5][CH:4]=[C:3]([N:7]=[C:8]=S)[CH:2]=1.[NH2:10][C:11]1[CH:16]=[CH:15][CH:14]=[CH:13][C:12]=1[OH:17].C(N(CC)CC)C.